Dataset: Forward reaction prediction with 1.9M reactions from USPTO patents (1976-2016). Task: Predict the product of the given reaction. (1) Given the reactants [CH3:1][C:2]1([C:8]2[CH:13]=[CH:12][CH:11]=[CH:10][CH:9]=2)[C:5](=[O:6])[CH2:4][C:3]1=[O:7].[CH3:14][O:15][C:16]1[CH:17]=[C:18]2[C:23](=[CH:24][CH:25]=1)[CH:22]=[C:21]([CH:26]([C:28]1[CH:33]=[CH:32][CH:31]=[CH:30][CH:29]=1)O)[CH:20]=[CH:19]2, predict the reaction product. The product is: [OH:6][C:5]1[C:2]([CH3:1])([C:8]2[CH:13]=[CH:12][CH:11]=[CH:10][CH:9]=2)[C:3](=[O:7])[C:4]=1[CH:26]([C:21]1[CH:20]=[CH:19][C:18]2[C:23](=[CH:24][CH:25]=[C:16]([O:15][CH3:14])[CH:17]=2)[CH:22]=1)[C:28]1[CH:29]=[CH:30][CH:31]=[CH:32][CH:33]=1. (2) Given the reactants [NH2:1][C:2]1[C:3]([NH:13][CH2:14][CH2:15][CH2:16][OH:17])=[C:4]([CH:9]=[CH:10][C:11]=1[Cl:12])[C:5]([O:7][CH3:8])=[O:6].[N:18]([C:21]1[C:26]([CH3:27])=[N:25][C:24]([CH3:28])=[CH:23][N:22]=1)=[C:19]=[S:20], predict the reaction product. The product is: [Cl:12][C:11]1[CH:10]=[CH:9][C:4]([C:5]([O:7][CH3:8])=[O:6])=[C:3]([NH:13][CH2:14][CH2:15][CH2:16][OH:17])[C:2]=1[NH:1][C:19](=[S:20])[NH:18][C:21]1[C:26]([CH3:27])=[N:25][C:24]([CH3:28])=[CH:23][N:22]=1. (3) The product is: [CH2:1]([O:15][C:16]1[O:20][C:19]([C:21]([O:23][CH3:24])=[O:22])=[CH:18][CH:17]=1)[CH2:2][CH2:3][CH2:4][CH2:5][CH2:6][CH2:7][CH2:8][CH2:9][CH2:10][CH2:11][CH2:12][CH2:13][CH3:14]. Given the reactants [CH2:1]([O:15][C:16]1[O:20][C:19]([C:21]([OH:23])=[O:22])=[CH:18][CH:17]=1)[CH2:2][CH2:3][CH2:4][CH2:5][CH2:6][CH2:7][CH2:8][CH2:9][CH2:10][CH2:11][CH2:12][CH2:13][CH3:14].[CH3:24]O, predict the reaction product. (4) Given the reactants Cl[C:2]1[C:11]2[C:10](=[O:12])[N:9]([C:13]3[CH:18]=[C:17]([CH:19]([CH3:21])[CH3:20])[CH:16]=[CH:15][C:14]=3[CH3:22])[CH2:8][CH2:7][C:6]=2[N:5]=[C:4]([C:23]2[C:28]([CH3:29])=[CH:27][CH:26]=[CH:25][C:24]=2[CH3:30])[CH:3]=1.Cl.[CH3:32][O:33][C@H:34]1[CH2:39][CH2:38][NH:37][CH2:36][C:35]1([CH3:41])[CH3:40].CCN(C(C)C)C(C)C.C(=O)(O)[O-].[Na+], predict the reaction product. The product is: [CH3:30][C:24]1[CH:25]=[CH:26][CH:27]=[C:28]([CH3:29])[C:23]=1[C:4]1[CH:3]=[C:2]([N:37]2[CH2:38][CH2:39][C@H:34]([O:33][CH3:32])[C:35]([CH3:41])([CH3:40])[CH2:36]2)[C:11]2[C:10](=[O:12])[N:9]([C:13]3[CH:18]=[C:17]([CH:19]([CH3:21])[CH3:20])[CH:16]=[CH:15][C:14]=3[CH3:22])[CH2:8][CH2:7][C:6]=2[N:5]=1. (5) Given the reactants [F:1][C:2]([F:19])([F:18])[C:3]1[CH:8]=[CH:7][C:6]([C:9]2[C:10]([C:15](Cl)=[O:16])=[CH:11][CH:12]=[CH:13][CH:14]=2)=[CH:5][CH:4]=1.[NH2:20][C:21]1[CH:26]=[CH:25][C:24]([CH2:27][CH2:28][C:29]([C:31]2[CH:36]=[CH:35][CH:34]=[CH:33][N:32]=2)=[O:30])=[CH:23][CH:22]=1.NC1C=CC(CCC(C2C=CC=CN=2)O)=CC=1.C/C(/O[Si](C)(C)C)=N\[Si](C)(C)C, predict the reaction product. The product is: [OH:30][CH:29]([C:31]1[CH:36]=[CH:35][CH:34]=[CH:33][N:32]=1)[CH2:28][CH2:27][C:24]1[CH:23]=[CH:22][C:21]([NH:20][C:15]([C:10]2[C:9]([C:6]3[CH:7]=[CH:8][C:3]([C:2]([F:19])([F:18])[F:1])=[CH:4][CH:5]=3)=[CH:14][CH:13]=[CH:12][CH:11]=2)=[O:16])=[CH:26][CH:25]=1.